This data is from Experimentally validated miRNA-target interactions with 360,000+ pairs, plus equal number of negative samples. The task is: Binary Classification. Given a miRNA mature sequence and a target amino acid sequence, predict their likelihood of interaction. (1) The miRNA is hsa-miR-138-1-3p with sequence GCUACUUCACAACACCAGGGCC. The protein sequence of the target gene is MAVTTRLTWLHEKILQNHFGGKRLSLLYKGSVHGFRNGVLLDRCCNQGPTLTVIYSEDHIIGAYAEESYQEGKYASIILFALQDTKISEWKLGLCTPETLFCCDVTKYNSPTNFQIDGRNRKVIMDLKTMENLGLAQNCTISIQDYEVFRCEDSLDERKIKGVIELRKSLLSALRTYEPYGSLVQQIRILLLGPIGAGKSSFFNSVRSVFQGHVTHQALVGTNTTGISEKYRTYSIRDGKDGKYLPFILCDSLGLSEKEGGLCRDDIFYILNGNIRDRYQFNPMESIKLNHHDYIDSPSL.... Result: 0 (no interaction). (2) The miRNA is mmu-miR-448-3p with sequence UUGCAUAUGUAGGAUGUCCCAU. The protein sequence of the target gene is MASLGVQLVGYILGLLGLLGTSIAMLLPNWRTSSYVGASIVTAVGFSKGLWMECATHSTGITQCDIYSTLLGLPADIQAAQAMMVTSSAMSSLACIISVVGMRCTVFCQDSRAKDRVAVVGGVFFILGGILGFIPVAWNLHGILRDFYSPLVPDSMKFEIGEALYLGIISALFSLVAGVILCFSCSPQGNRTNYYDGYQAQPLATRSSPRSAQQPKAKSEFNSYSLTGYV. Result: 0 (no interaction). (3) The miRNA is hsa-miR-324-5p with sequence CGCAUCCCCUAGGGCAUUGGUG. The protein sequence of the target gene is MGQEPRTLPPSPNWYCARCSDAVPGGLFGFAARTSVFLVRVGPGAGESPGTPPFRVIGELVGHTERVSGFTFSHHPGQYNLCATSSDDGTVKIWDVETKTVVTEHALHQHTISTLHWSPRVKDLIVSGDEKGVVFCYWFNRNDSQHLFIEPRTIFCLTCSPHHEDLVAIGYKDGIVVIIDISKKGEVIHRLRGHDDEIHSIAWCPLPGEDCLSINQEETSEEAEITNGNAVAQAPVTKGCYLATGSKDQTIRIWSCSRGRGVMILKLPFLKRRGGGIDPTVKERLWLTLHWPSNQPTQLV.... Result: 1 (interaction).